This data is from Peptide-MHC class I binding affinity with 185,985 pairs from IEDB/IMGT. The task is: Regression. Given a peptide amino acid sequence and an MHC pseudo amino acid sequence, predict their binding affinity value. This is MHC class I binding data. (1) The peptide sequence is IPVRRGYTT. The MHC is HLA-A03:01 with pseudo-sequence HLA-A03:01. The binding affinity (normalized) is 0.0847. (2) The peptide sequence is MPKVARSLL. The MHC is HLA-B07:02 with pseudo-sequence HLA-B07:02. The binding affinity (normalized) is 0.659.